Dataset: CYP3A4 inhibition data for predicting drug metabolism from PubChem BioAssay. Task: Regression/Classification. Given a drug SMILES string, predict its absorption, distribution, metabolism, or excretion properties. Task type varies by dataset: regression for continuous measurements (e.g., permeability, clearance, half-life) or binary classification for categorical outcomes (e.g., BBB penetration, CYP inhibition). Dataset: cyp3a4_veith. The drug is Clc1cccc2c1CN(C1=NCCN1)C2. The result is 0 (non-inhibitor).